From a dataset of Forward reaction prediction with 1.9M reactions from USPTO patents (1976-2016). Predict the product of the given reaction. (1) The product is: [CH2:2]([O:4][C:5](=[O:9])[CH2:6][CH2:7][NH:8][CH2:28][C:27]([O:26][CH2:19][C:20]1[CH:25]=[CH:24][CH:23]=[CH:22][CH:21]=1)=[O:30])[CH3:3]. Given the reactants Cl.[CH2:2]([O:4][C:5](=[O:9])[CH2:6][CH2:7][NH2:8])[CH3:3].CCN(C(C)C)C(C)C.[CH2:19]([O:26][C:27](=[O:30])[CH2:28]Br)[C:20]1[CH:25]=[CH:24][CH:23]=[CH:22][CH:21]=1, predict the reaction product. (2) Given the reactants [NH2:1][C:2]1[S:6][N:5]=[C:4]([CH3:7])[C:3]=1[C:8]([NH:10][C:11]1[CH:16]=[CH:15][CH:14]=[CH:13][C:12]=1[CH2:17][CH3:18])=[O:9].Cl[C:20]1[N:25]=[C:24]([C:26]2[CH:31]=[CH:30][CH:29]=[CH:28][CH:27]=2)[CH:23]=[CH:22][N:21]=1.C(=O)([O-])[O-].[Cs+].[Cs+].CC1(C)C2C(=C(P(C3C=CC=CC=3)C3C=CC=CC=3)C=CC=2)OC2C(P(C3C=CC=CC=3)C3C=CC=CC=3)=CC=CC1=2, predict the reaction product. The product is: [CH2:17]([C:12]1[CH:13]=[CH:14][CH:15]=[CH:16][C:11]=1[NH:10][C:8]([C:3]1[C:4]([CH3:7])=[N:5][S:6][C:2]=1[NH:1][C:20]1[N:25]=[C:24]([C:26]2[CH:31]=[CH:30][CH:29]=[CH:28][CH:27]=2)[CH:23]=[CH:22][N:21]=1)=[O:9])[CH3:18]. (3) The product is: [CH:1]1([O:7][C:8](=[O:32])[NH:9][CH:10]2[CH2:19][C:18]3[C:13](=[CH:14][CH:15]=[C:16]([C:20]4[N:21]=[N:22][N:23]([CH3:33])[N:24]=4)[CH:17]=3)[N:12]([CH2:25][C:26]3[CH:27]=[CH:28][CH:29]=[CH:30][CH:31]=3)[CH2:11]2)[CH2:6][CH2:5][CH2:4][CH2:3][CH2:2]1. Given the reactants [CH:1]1([O:7][C:8](=[O:32])[NH:9][CH:10]2[CH2:19][C:18]3[C:13](=[CH:14][CH:15]=[C:16]([C:20]4[N:21]=[N:22][NH:23][N:24]=4)[CH:17]=3)[N:12]([CH2:25][C:26]3[CH:31]=[CH:30][CH:29]=[CH:28][CH:27]=3)[CH2:11]2)[CH2:6][CH2:5][CH2:4][CH2:3][CH2:2]1.[CH3:33]N(C=O)C.C([O-])([O-])=O.[Cs+].[Cs+].IC, predict the reaction product. (4) Given the reactants ClC1N=NC(NC)=C(C2C=CC=CC=2)C=1.[Cl:16][C:17]1[N:22]=[N:21][C:20]([N:23]([CH3:40])[C:24](=[O:39])[C:25]2[CH:30]=[C:29]([C:31]([F:34])([F:33])[F:32])[CH:28]=[C:27]([S:35]([CH3:38])(=[O:37])=[O:36])[CH:26]=2)=[C:19]([C:41]2[CH:46]=[CH:45][C:44](F)=[CH:43][C:42]=2OC)[CH:18]=1, predict the reaction product. The product is: [Cl:16][C:17]1[N:22]=[N:21][C:20]([N:23]([CH3:40])[C:24](=[O:39])[C:25]2[CH:30]=[C:29]([C:31]([F:34])([F:32])[F:33])[CH:28]=[C:27]([S:35]([CH3:38])(=[O:36])=[O:37])[CH:26]=2)=[C:19]([C:41]2[CH:46]=[CH:45][CH:44]=[CH:43][CH:42]=2)[CH:18]=1. (5) The product is: [Cl:33][C:20]1[CH:19]=[C:18]([NH:17][C:10]2[C:9]3[C:14](=[CH:15][CH:16]=[C:7]([NH2:6])[CH:8]=3)[N:13]=[CH:12][N:11]=2)[CH:23]=[CH:22][C:21]=1[O:24][CH2:25][C:26]1[CH:31]=[CH:30][CH:29]=[C:28]([F:32])[CH:27]=1. Given the reactants NCCC([NH:6][C:7]1[CH:8]=[C:9]2[C:14](=[CH:15][CH:16]=1)[N:13]=[CH:12][N:11]=[C:10]2[NH:17][C:18]1[CH:23]=[CH:22][C:21]([O:24][CH2:25][C:26]2[CH:31]=[CH:30][CH:29]=[C:28]([F:32])[CH:27]=2)=[C:20]([Cl:33])[CH:19]=1)=O.C(OC(=O)NCCC(=O)NC1C=C2C(=CC=1)N=CN=C2NC1C=CC(OC2C=NC(C)=CC=2)=C(C)C=1)(C)(C)C, predict the reaction product. (6) Given the reactants [F:1][C:2]1[N:7]=[C:6]([C:8]2[CH:35]=[CH:34][C:11]([CH2:12][N:13]3[CH:21]=[C:20]4[C:15]([N:16](CC5C=CC(OC)=CC=5)[C:17](=[O:24])[N:18]([CH3:23])[C:19]4=[O:22])=[N:14]3)=[CH:10][CH:9]=2)[CH:5]=[CH:4][CH:3]=1.C(O)(C(F)(F)F)=O.C(S(O)(=O)=O)(F)(F)F.N, predict the reaction product. The product is: [F:1][C:2]1[N:7]=[C:6]([C:8]2[CH:35]=[CH:34][C:11]([CH2:12][N:13]3[CH:21]=[C:20]4[C:15]([NH:16][C:17](=[O:24])[N:18]([CH3:23])[C:19]4=[O:22])=[N:14]3)=[CH:10][CH:9]=2)[CH:5]=[CH:4][CH:3]=1.